From a dataset of Forward reaction prediction with 1.9M reactions from USPTO patents (1976-2016). Predict the product of the given reaction. (1) The product is: [CH2:25]([O:32][CH2:33][C@@:34]1([CH2:48][CH2:1][Br:5])[CH2:38][N:37]([C@@H:39]([C:41]2[CH:46]=[CH:45][CH:44]=[CH:43][CH:42]=2)[CH3:40])[C:36](=[O:47])[CH2:35]1)[C:26]1[CH:27]=[CH:28][CH:29]=[CH:30][CH:31]=1. Given the reactants [C:1]([Br:5])(Br)(Br)Br.C1(P(C2C=CC=CC=2)C2C=CC=CC=2)C=CC=CC=1.[CH2:25]([O:32][CH2:33][C@@:34]1([CH2:48]CO)[CH2:38][N:37]([C@@H:39]([C:41]2[CH:46]=[CH:45][CH:44]=[CH:43][CH:42]=2)[CH3:40])[C:36](=[O:47])[CH2:35]1)[C:26]1[CH:31]=[CH:30][CH:29]=[CH:28][CH:27]=1, predict the reaction product. (2) Given the reactants [C:1]([C:3]1[NH:7][C:6]([C:8]2[CH:13]=[CH:12][C:11]([NH:14][S:15]([CH2:18][CH3:19])(=[O:17])=[O:16])=[CH:10][CH:9]=2)=[CH:5][CH:4]=1)#[N:2].CC(C)([O-])C.[K+].[CH2:26](I)[CH2:27][CH2:28][CH3:29], predict the reaction product. The product is: [CH2:26]([N:7]1[C:3]([C:1]#[N:2])=[CH:4][CH:5]=[C:6]1[C:8]1[CH:9]=[CH:10][C:11]([NH:14][S:15]([CH2:18][CH3:19])(=[O:17])=[O:16])=[CH:12][CH:13]=1)[CH2:27][CH2:28][CH3:29]. (3) Given the reactants [Br:1][C:2]1[C:19]2[C:20]3[C:5]([C:6]4[C:21]5[C:10]6=[C:11]([C:22](O[C:25](=[O:26])[C:9]6=[CH:8][CH:7]=4)=[O:23])[CH:12]=[CH:13][C:14]=5[C:15]=3[CH:16]=[CH:17][CH:18]=2)=[CH:4][CH:3]=1.[CH2:27]([CH:34]([NH2:42])[CH2:35][CH2:36][CH2:37][CH2:38][CH2:39][CH2:40][CH3:41])[CH2:28][CH2:29][CH2:30][CH2:31][CH2:32][CH3:33], predict the reaction product. The product is: [CH2:27]([CH:34]([N:42]1[C:25](=[O:26])[C:9]2[C:8]3[C:7]4[C:6](=[CH:21][CH:10]=2)[C:5]2[C:20]5[C:19]([C:2]([Br:1])=[CH:3][CH:4]=2)=[CH:18][CH:17]=[CH:16][C:15]=5[C:14]=4[CH:13]=[CH:12][C:11]=3[C:22]1=[O:23])[CH2:35][CH2:36][CH2:37][CH2:38][CH2:39][CH2:40][CH3:41])[CH2:28][CH2:29][CH2:30][CH2:31][CH2:32][CH3:33].